This data is from Reaction yield outcomes from USPTO patents with 853,638 reactions. The task is: Predict the reaction yield, written as a fraction of the theoretical maximum amount of product (1.0 means a 100% yield; for example, 0.34 means a 34% yield). The reactants are [Cl:1][C:2]1[CH:7]=[CH:6][C:5]([CH:8]2[CH2:13][CH:12]([C:14]([O:16]C)=[O:15])[CH2:11][CH2:10][N:9]2[C:18]([O:20][CH3:21])=[O:19])=[CH:4][C:3]=1[F:22].[Br-].[Li+].C(N(CC)CC)C.CC(OC)(C)C. The catalyst is C(#N)C.O. The product is [Cl:1][C:2]1[CH:7]=[CH:6][C:5]([CH:8]2[CH2:13][CH:12]([C:14]([OH:16])=[O:15])[CH2:11][CH2:10][N:9]2[C:18]([O:20][CH3:21])=[O:19])=[CH:4][C:3]=1[F:22]. The yield is 0.920.